This data is from Full USPTO retrosynthesis dataset with 1.9M reactions from patents (1976-2016). The task is: Predict the reactants needed to synthesize the given product. The reactants are: [CH3:1][C:2]1[C:3]([CH2:8][NH:9][C:10](=[O:16])[O:11][C:12]([CH3:15])([CH3:14])[CH3:13])=[N:4][CH:5]=[CH:6][CH:7]=1.[CH2:17]([Br:24])[C:18]1[CH:23]=[CH:22][CH:21]=[CH:20][CH:19]=1. Given the product [Br-:24].[CH2:17]([N+:4]1[CH:5]=[CH:6][CH:7]=[C:2]([CH3:1])[C:3]=1[CH2:8][NH:9][C:10]([O:11][C:12]([CH3:13])([CH3:15])[CH3:14])=[O:16])[C:18]1[CH:23]=[CH:22][CH:21]=[CH:20][CH:19]=1, predict the reactants needed to synthesize it.